From a dataset of Catalyst prediction with 721,799 reactions and 888 catalyst types from USPTO. Predict which catalyst facilitates the given reaction. (1) Reactant: Cl.[CH2:2]([O:8][C:9]1[CH:14]=[CH:13][C:12]2[C:15]3([CH2:21][O:22][C:11]=2[CH:10]=1)[CH2:20][CH2:19][NH:18][CH2:17][CH2:16]3)[CH2:3][CH2:4][CH2:5][CH2:6][CH3:7].[C:23]([O:27][C:28](=[O:31])[CH2:29]Cl)([CH3:26])([CH3:25])[CH3:24].C([O-])([O-])=O.[K+].[K+]. The catalyst class is: 23. Product: [CH2:2]([O:8][C:9]1[CH:14]=[CH:13][C:12]2[C:15]3([CH2:21][O:22][C:11]=2[CH:10]=1)[CH2:16][CH2:17][N:18]([CH2:29][C:28]([O:27][C:23]([CH3:26])([CH3:25])[CH3:24])=[O:31])[CH2:19][CH2:20]3)[CH2:3][CH2:4][CH2:5][CH2:6][CH3:7]. (2) Reactant: [Br:1][C:2]1[C:3]([CH2:9][OH:10])=[CH:4][C:5]([Cl:8])=[N:6][CH:7]=1.C(N(CC)C(C)C)(C)C.CS(Cl)(=O)=O.[Cl:25][C:26]1[CH:27]=[C:28](O)[CH:29]=[CH:30][C:31]=1[Cl:32].C(=O)([O-])[O-].[K+].[K+]. Product: [Br:1][C:2]1[C:3]([CH2:9][O:10][C:29]2[CH:28]=[CH:27][C:26]([Cl:25])=[C:31]([Cl:32])[CH:30]=2)=[CH:4][C:5]([Cl:8])=[N:6][CH:7]=1. The catalyst class is: 54. (3) Reactant: [CH2:1]([O:3][C:4]1[CH:9]=[CH:8][C:7]([CH2:10][C:11]([OH:13])=O)=[CH:6][CH:5]=1)[CH3:2].S(Cl)([Cl:16])=O. Product: [CH2:1]([O:3][C:4]1[CH:9]=[CH:8][C:7]([CH2:10][C:11]([Cl:16])=[O:13])=[CH:6][CH:5]=1)[CH3:2]. The catalyst class is: 48. (4) Reactant: [CH2:1]([C:5]1[CH:10]=[CH:9][C:8]([C:11](=[O:20])[CH2:12][C:13](=O)[C:14]([O:16][CH2:17][CH3:18])=[O:15])=[CH:7][CH:6]=1)[CH:2]([CH3:4])[CH3:3].Cl.[NH2:22]O.O. Product: [CH2:1]([C:5]1[CH:10]=[CH:9][C:8]([C:11]2[O:20][N:22]=[C:13]([C:14]([O:16][CH2:17][CH3:18])=[O:15])[CH:12]=2)=[CH:7][CH:6]=1)[CH:2]([CH3:4])[CH3:3]. The catalyst class is: 8. (5) Reactant: [C:1]([NH:4][NH:5][C:6](=[O:8])[CH3:7])(=[O:3])[CH3:2].C(=O)([O-])[O-].[K+].[K+].[CH3:15][CH2:16][O:17][CH2:18][CH:19](Cl)Cl. Product: [C:1]([N:4]1[N:5]([C:6](=[O:8])[CH3:7])[CH:19]=[CH:18][O:17][CH:16]=[CH:15]1)(=[O:3])[CH3:2]. The catalyst class is: 16.